Dataset: Full USPTO retrosynthesis dataset with 1.9M reactions from patents (1976-2016). Task: Predict the reactants needed to synthesize the given product. (1) Given the product [CH3:18][O:19][C:20]1[CH:28]=[CH:27][CH:26]=[CH:25][C:21]=1[C:22]1[N:4]2[N:5]=[C:6]([C:10]3[CH:11]=[CH:12][C:13]([O:16][CH3:17])=[CH:14][CH:15]=3)[C:7](=[O:9])[NH:8][C:3]2=[N:1][N:2]=1, predict the reactants needed to synthesize it. The reactants are: [NH:1]([C:3]1[NH:4][N:5]=[C:6]([C:10]2[CH:15]=[CH:14][C:13]([O:16][CH3:17])=[CH:12][CH:11]=2)[C:7](=[O:9])[N:8]=1)[NH2:2].[CH3:18][O:19][C:20]1[CH:28]=[CH:27][CH:26]=[CH:25][C:21]=1[C:22](Cl)=O. (2) The reactants are: [CH2:1]([O:8][C:9]1[CH:10]=[CH:11][C:12]([O:15]C)=[N:13][CH:14]=1)[C:2]1[CH:7]=[CH:6][CH:5]=[CH:4][CH:3]=1.I[CH2:18][CH3:19]. Given the product [CH2:1]([O:8][C:9]1[CH:10]=[CH:11][C:12](=[O:15])[N:13]([CH2:18][CH3:19])[CH:14]=1)[C:2]1[CH:3]=[CH:4][CH:5]=[CH:6][CH:7]=1, predict the reactants needed to synthesize it. (3) Given the product [F:1][C:2]1[CH:3]=[C:4]([C:9]2[C:18]([N:19]3[CH2:23][CH2:22][CH2:21][C@@H:20]3[CH3:24])=[N:17][C:16]3[C:11](=[CH:12][CH:13]=[C:14]([C:25]([OH:27])=[O:26])[CH:15]=3)[N:10]=2)[CH:5]=[CH:6][C:7]=1[F:8], predict the reactants needed to synthesize it. The reactants are: [F:1][C:2]1[CH:3]=[C:4]([C:9]2[C:18]([N:19]3[CH2:23][CH2:22][CH2:21][C@@H:20]3[CH3:24])=[N:17][C:16]3[C:11](=[CH:12][CH:13]=[C:14]([C:25]([O:27]C)=[O:26])[CH:15]=3)[N:10]=2)[CH:5]=[CH:6][C:7]=1[F:8].[OH-].[Na+].Cl. (4) Given the product [Br:22][C:23]1[C:15]([N:12]2[CH2:11][CH2:10][N:9]([CH:7]([C:2]3[CH:3]=[CH:4][CH:5]=[CH:6][N:1]=3)[CH3:8])[CH2:14][CH2:13]2)=[C:25]([N+:30]([O-:32])=[O:31])[C:26]([NH2:29])=[N:27][CH:28]=1, predict the reactants needed to synthesize it. The reactants are: [N:1]1[CH:6]=[CH:5][CH:4]=[CH:3][C:2]=1[CH:7]([N:9]1[CH2:14][CH2:13][N:12]([C:15](OC(C)(C)C)=O)[CH2:11][CH2:10]1)[CH3:8].[Br:22][C:23]1C(Cl)=[C:25]([N+:30]([O-:32])=[O:31])[C:26]([NH2:29])=[N:27][CH:28]=1.NC1C([N+]([O-])=O)=C(N2CCN(CC(NC3SC=CN=3)=O)CC2)C(Br)=CN=1. (5) Given the product [CH3:24][O:25][C:26](=[O:39])[C@@H:27]([NH:38][CH2:11][CH2:10][N:9]([C:13]([O:15][CH2:16][C:17]1[CH:22]=[CH:21][CH:20]=[CH:19][CH:18]=1)=[O:14])[CH2:8][CH2:7][C:6]([O:5][C:1]([CH3:4])([CH3:3])[CH3:2])=[O:23])[CH2:28][CH2:29][O:30][CH2:31][C:32]1[CH:37]=[CH:36][CH:35]=[CH:34][CH:33]=1, predict the reactants needed to synthesize it. The reactants are: [C:1]([O:5][C:6](=[O:23])[CH2:7][CH2:8][N:9]([C:13]([O:15][CH2:16][C:17]1[CH:22]=[CH:21][CH:20]=[CH:19][CH:18]=1)=[O:14])[CH2:10][CH:11]=O)([CH3:4])([CH3:3])[CH3:2].[CH3:24][O:25][C:26](=[O:39])[C@@H:27]([NH2:38])[CH2:28][CH2:29][O:30][CH2:31][C:32]1[CH:37]=[CH:36][CH:35]=[CH:34][CH:33]=1.Cl.C(N(CC)CC)C.B.N1C=CC=CC=1. (6) Given the product [C:1]([CH:5]1[CH2:6][CH2:7][N:8]([CH2:11][C:12]2[N:13]([CH3:40])[C:14]3[C:19]([N:20]=2)=[C:18]([N:21]2[CH2:26][CH2:25][O:24][CH2:23][CH2:22]2)[N:17]=[C:16]([C:42]2[C:51]4[C:46](=[CH:47][CH:48]=[CH:49][CH:50]=4)[C:45]([NH2:52])=[N:44][CH:43]=2)[N:15]=3)[CH2:9][CH2:10]1)([CH3:4])([CH3:2])[CH3:3], predict the reactants needed to synthesize it. The reactants are: [C:1]([CH:5]1[CH2:10][CH2:9][N:8]([CH2:11][C:12]2[N:13]([CH3:40])[C:14]3[C:19]([N:20]=2)=[C:18]([N:21]2[CH2:26][CH2:25][O:24][CH2:23][CH2:22]2)[N:17]=[C:16]([Sn](CCCC)(CCCC)CCCC)[N:15]=3)[CH2:7][CH2:6]1)([CH3:4])([CH3:3])[CH3:2].Br[C:42]1[C:51]2[C:46](=[CH:47][CH:48]=[CH:49][CH:50]=2)[C:45]([NH2:52])=[N:44][CH:43]=1.